Predict the reaction yield, written as a fraction of the theoretical maximum amount of product (1.0 means a 100% yield; for example, 0.34 means a 34% yield). From a dataset of Reaction yield outcomes from USPTO patents with 853,638 reactions. (1) The reactants are BrCCBr.Cl[Si](C)(C)C.[CH3:10][C:11]([O:14][C:15]([NH:17][C@@H:18]([CH2:28]I)[CH2:19][CH2:20][C:21]([O:23][C:24]([CH3:27])([CH3:26])[CH3:25])=[O:22])=[O:16])([CH3:13])[CH3:12].C1(C)C=CC=CC=1P(C1C=CC=CC=1C)C1C=CC=CC=1C.I[C:53]1[CH:58]=[CH:57][C:56]([C:59]2[N:60]=[C:61]3[C:66]([CH3:67])=[CH:65][CH:64]=[CH:63][N:62]3[CH:68]=2)=[CH:55][CH:54]=1. The catalyst is CN(C=O)C.CCOC(C)=O.[Zn].C1C=CC(/C=C/C(/C=C/C2C=CC=CC=2)=O)=CC=1.C1C=CC(/C=C/C(/C=C/C2C=CC=CC=2)=O)=CC=1.C1C=CC(/C=C/C(/C=C/C2C=CC=CC=2)=O)=CC=1.[Pd].[Pd]. The product is [CH3:10][C:11]([O:14][C:15]([NH:17][C@@H:18]([CH2:28][C:53]1[CH:58]=[CH:57][C:56]([C:59]2[N:60]=[C:61]3[C:66]([CH3:67])=[CH:65][CH:64]=[CH:63][N:62]3[CH:68]=2)=[CH:55][CH:54]=1)[CH2:19][CH2:20][C:21]([O:23][C:24]([CH3:27])([CH3:26])[CH3:25])=[O:22])=[O:16])([CH3:13])[CH3:12]. The yield is 0.900. (2) The reactants are [CH2:1]([O:8][C:9]1[CH:14]=[CH:13][C:12]([CH:15]([NH:25][CH2:26][CH:27]([O:30][CH3:31])[O:28][CH3:29])[CH2:16][C:17]2[CH:22]=[CH:21][CH:20]=[C:19](OC)[CH:18]=2)=[CH:11][C:10]=1[O:32][CH3:33])[C:2]1[CH:7]=[CH:6][CH:5]=[CH:4][CH:3]=1.C(=O)([O-])[O-].[K+].[K+].Cl[C:41]([O:43][CH2:44][CH3:45])=[O:42].C(OCC)(=O)C.CCCCCC. The catalyst is O1CCCC1.O.C(OCC)C. The product is [CH2:44]([O:43][C:41](=[O:42])[N:25]([CH:15]([C:12]1[CH:13]=[CH:14][C:9]([O:8][CH2:1][C:2]2[CH:3]=[CH:4][CH:5]=[CH:6][CH:7]=2)=[C:10]([O:32][CH3:33])[CH:11]=1)[CH2:16][C:17]1[CH:22]=[CH:21][CH:20]=[CH:19][CH:18]=1)[CH2:26][CH:27]([O:28][CH3:29])[O:30][CH3:31])[CH3:45]. The yield is 0.670. (3) The reactants are [S:1]1[C:5]2[CH:6]=[CH:7][CH:8]=[CH:9][C:4]=2[N:3]=[C:2]1[N:10]1[C:14](=[O:15])[C:13](=[CH:16][N:17](C)C)[C:12]([C:20]2[CH:25]=[CH:24][CH:23]=[CH:22][C:21]=2[O:26][CH3:27])=[N:11]1.N. The catalyst is C(O)C.O. The product is [NH2:17][CH:16]=[C:13]1[C:12]([C:20]2[CH:25]=[CH:24][CH:23]=[CH:22][C:21]=2[O:26][CH3:27])=[N:11][N:10]([C:2]2[S:1][C:5]3[CH:6]=[CH:7][CH:8]=[CH:9][C:4]=3[N:3]=2)[C:14]1=[O:15]. The yield is 0.830. (4) The product is [CH2:1]([NH:5][C:6]1[N:11]2[N:12]=[C:13]([C:22]3[CH:23]=[CH:24][C:25]([F:28])=[CH:26][CH:27]=3)[C:14]([C:15]3[CH:20]=[CH:19][N:18]=[C:17]([S:21][CH3:30])[N:16]=3)=[C:10]2[CH:9]=[CH:8][CH:7]=1)[CH2:2][CH2:3][CH3:4]. The reactants are [CH2:1]([NH:5][C:6]1[N:11]2[N:12]=[C:13]([C:22]3[CH:27]=[CH:26][C:25]([F:28])=[CH:24][CH:23]=3)[C:14]([C:15]3[CH:20]=[CH:19][N:18]=[C:17]([S-:21])[N:16]=3)=[C:10]2[CH:9]=[CH:8][CH:7]=1)[CH2:2][CH2:3][CH3:4].I[CH3:30].[OH-].[Na+]. The catalyst is O. The yield is 0.560. (5) The yield is 0.640. The product is [CH:20]1([C:18]([NH:17][C:15]2[N:16]=[C:11]3[CH:10]=[CH:9][C:8]([O:7][C:6]4[CH:23]=[C:2]([NH:1][C:31]([C:30]5[N:26]([CH3:25])[N:27]=[C:28]([CH3:34])[CH:29]=5)=[O:32])[CH:3]=[CH:4][C:5]=4[CH3:24])=[N:13][N:12]3[CH:14]=2)=[O:19])[CH2:22][CH2:21]1. The reactants are [NH2:1][C:2]1[CH:3]=[CH:4][C:5]([CH3:24])=[C:6]([CH:23]=1)[O:7][C:8]1[CH:9]=[CH:10][C:11]2[N:12]([CH:14]=[C:15]([NH:17][C:18]([CH:20]3[CH2:22][CH2:21]3)=[O:19])[N:16]=2)[N:13]=1.[CH3:25][N:26]1[C:30]([C:31](Cl)=[O:32])=[CH:29][C:28]([CH3:34])=[N:27]1.C(N(CC)CC)C. The catalyst is O1CCCC1.C(=O)([O-])O.[Na+]. (6) The reactants are Cl[S:2]([C:5]1[CH:14]=[CH:13][C:8]([C:9]([O:11][CH3:12])=[O:10])=[CH:7][CH:6]=1)(=[O:4])=[O:3].[CH3:15][O:16][C:17]1[CH:22]=[CH:21][C:20]([CH2:23][NH2:24])=[CH:19][CH:18]=1.C(N(CC)CC)C. The catalyst is ClCCl. The product is [CH3:15][O:16][C:17]1[CH:22]=[CH:21][C:20]([CH2:23][NH:24][S:2]([C:5]2[CH:14]=[CH:13][C:8]([C:9]([O:11][CH3:12])=[O:10])=[CH:7][CH:6]=2)(=[O:4])=[O:3])=[CH:19][CH:18]=1. The yield is 0.748.